From a dataset of Peptide-MHC class I binding affinity with 185,985 pairs from IEDB/IMGT. Regression. Given a peptide amino acid sequence and an MHC pseudo amino acid sequence, predict their binding affinity value. This is MHC class I binding data. (1) The peptide sequence is LLEIKDKEQY. The MHC is HLA-A23:01 with pseudo-sequence HLA-A23:01. The binding affinity (normalized) is 0. (2) The peptide sequence is GYLVAYQATV. The MHC is H-2-Kd with pseudo-sequence H-2-Kd. The binding affinity (normalized) is 0.386.